Dataset: Forward reaction prediction with 1.9M reactions from USPTO patents (1976-2016). Task: Predict the product of the given reaction. (1) The product is: [CH3:1][O:2][C:3]1[C:12]([CH:13]=[O:18])=[CH:11][C:10]2[N:9]([CH3:15])[C:8](=[O:16])[CH2:7][CH2:6][C:5]=2[N:4]=1. Given the reactants [CH3:1][O:2][C:3]1[N:4]=[C:5]2[C:10](=[CH:11][C:12]=1[CH:13]=C)[N:9]([CH3:15])[C:8](=[O:16])[CH2:7][CH2:6]2.C[OH:18], predict the reaction product. (2) Given the reactants [Cl:1][C:2]1[CH:19]=[C:18]([O:20][CH2:21][CH:22]=[C:23]([Cl:25])[Cl:24])[CH:17]=[C:16]([Cl:26])[C:3]=1[O:4][CH2:5][CH2:6][CH2:7][CH2:8][CH2:9][O:10][CH2:11][C:12](=[N:14][OH:15])[CH3:13].[H-].[Na+].[H][H].Br[CH2:32][C:33]([O:35][C:36]([CH3:39])([CH3:38])[CH3:37])=[O:34].Cl, predict the reaction product. The product is: [C:36]([O:35][C:33]([CH2:32][O:15][N:14]=[C:12]([CH2:11][O:10][CH2:9][CH2:8][CH2:7][CH2:6][CH2:5][O:4][C:3]1[C:2]([Cl:1])=[CH:19][C:18]([O:20][CH2:21][CH:22]=[C:23]([Cl:25])[Cl:24])=[CH:17][C:16]=1[Cl:26])[CH3:13])=[O:34])([CH3:39])([CH3:38])[CH3:37].